Dataset: Reaction yield outcomes from USPTO patents with 853,638 reactions. Task: Predict the reaction yield, written as a fraction of the theoretical maximum amount of product (1.0 means a 100% yield; for example, 0.34 means a 34% yield). (1) The reactants are [F:1][C:2]1[CH:7]=[CH:6][C:5]([NH:8][C:9]2[CH:16]=[CH:15][C:14]([C:17]([F:20])([F:19])[F:18])=[CH:13][C:10]=2[C:11]#[N:12])=[C:4]([N+:21]([O-])=O)[CH:3]=1.[Sn](Cl)[Cl:25]. The catalyst is C(O)C.Cl. The product is [ClH:25].[F:1][C:2]1[CH:7]=[CH:6][C:5]2[NH:8][C:9]3[CH:16]=[CH:15][C:14]([C:17]([F:20])([F:19])[F:18])=[CH:13][C:10]=3[C:11]([NH2:12])=[N:21][C:4]=2[CH:3]=1. The yield is 0.220. (2) The reactants are C[O:2][C:3](=O)[C:4]1[CH:9]=[CH:8][N:7]=[C:6]([O:10][CH3:11])[CH:5]=1.O.[NH2:14][NH2:15]. The catalyst is C(O)C. The product is [CH3:11][O:10][C:6]1[CH:5]=[C:4]([CH:9]=[CH:8][N:7]=1)[C:3]([NH:14][NH2:15])=[O:2]. The yield is 0.800. (3) The reactants are Cl[CH:2]([C:31]1[C:32]([CH3:37])=[N:33][O:34][C:35]=1[CH3:36])[C:3]1[O:4][C:5]2[CH:11]=[CH:10][C:9]([CH2:12][C:13]([NH:15][CH:16]([C:23]3[CH:28]=[CH:27][C:26]([CH3:29])=[CH:25][C:24]=3[CH3:30])[C:17]3[CH:22]=[CH:21][CH:20]=[CH:19][CH:18]=3)=[O:14])=[CH:8][C:6]=2[CH:7]=1.[NH3:38]. No catalyst specified. The product is [NH2:38][CH:2]([C:31]1[C:32]([CH3:37])=[N:33][O:34][C:35]=1[CH3:36])[C:3]1[O:4][C:5]2[CH:11]=[CH:10][C:9]([CH2:12][C:13]([NH:15][CH:16]([C:23]3[CH:28]=[CH:27][C:26]([CH3:29])=[CH:25][C:24]=3[CH3:30])[C:17]3[CH:22]=[CH:21][CH:20]=[CH:19][CH:18]=3)=[O:14])=[CH:8][C:6]=2[CH:7]=1. The yield is 0.410. (4) The reactants are [OH:1][C:2]1[CH:9]=[CH:8][C:5]([CH:6]=[O:7])=[CH:4][CH:3]=1.Br[C:11]1[CH:16]=[CH:15][C:14](O)=[CH:13][CH:12]=1. No catalyst specified. The product is [C:11]12([C:3]3[CH:4]=[C:5]([CH:8]=[CH:9][C:2]=3[OH:1])[CH:6]=[O:7])[CH2:16][CH:15]3[CH2:4][CH:5]([CH2:8][CH:13]([CH2:14]3)[CH2:12]1)[CH2:6]2. The yield is 0.560. (5) The reactants are [C:1]([C:4]1[CH:5]=[C:6]([NH:11][CH:12]([C:16]2[CH:21]=[CH:20][C:19]([O:22][CH3:23])=[C:18]([O:24][CH3:25])[CH:17]=2)[C:13]([OH:15])=[O:14])[CH:7]=[CH:8][C:9]=1[F:10])(=[O:3])[NH2:2].NC1C=C(C(F)=CC=1[F:36])C(N)=O.COC1C=C(B(O)O)C=CC=1OC.O.C(O)(=O)C=O. No catalyst specified. The product is [C:1]([C:4]1[C:9]([F:10])=[CH:8][C:7]([F:36])=[C:6]([NH:11][CH:12]([C:16]2[CH:21]=[CH:20][C:19]([O:22][CH3:23])=[C:18]([O:24][CH3:25])[CH:17]=2)[C:13]([OH:15])=[O:14])[CH:5]=1)(=[O:3])[NH2:2]. The yield is 0.800. (6) The reactants are [C:1]([O:5][C:6](=[O:22])[N:7]([CH:9]1[CH2:14][CH2:13][N:12]([C:15]2[CH:20]=[N:19][CH:18]=[C:17](Cl)[N:16]=2)[CH2:11][CH2:10]1)[CH3:8])([CH3:4])([CH3:3])[CH3:2].[C:23]([C:25]1[CH:30]=[CH:29][C:28](B(O)O)=[CH:27][C:26]=1[F:34])#[N:24].C1C=CC(P(C2C=CC=CC=2)C2C=CC=CC=2)=CC=1.[O-]P([O-])([O-])=O.[K+].[K+].[K+]. The catalyst is C(#N)C.O.CC([O-])=O.CC([O-])=O.[Pd+2]. The product is [C:23]([C:25]1[CH:30]=[CH:29][C:28]([C:17]2[N:16]=[C:15]([N:12]3[CH2:13][CH2:14][CH:9]([N:7]([CH3:8])[C:6](=[O:22])[O:5][C:1]([CH3:4])([CH3:3])[CH3:2])[CH2:10][CH2:11]3)[CH:20]=[N:19][CH:18]=2)=[CH:27][C:26]=1[F:34])#[N:24]. The yield is 0.870.